Dataset: Full USPTO retrosynthesis dataset with 1.9M reactions from patents (1976-2016). Task: Predict the reactants needed to synthesize the given product. (1) Given the product [NH2:26][C:24]1[CH:23]=[CH:22][C:21]([C:29]2[CH:34]=[C:33]([CH:35]([CH3:37])[CH3:36])[CH:32]=[CH:31][C:30]=2[Cl:38])=[C:20]([CH2:19][N:15]2[C@@H:14]([CH3:39])[C@@H:13]([C:5]3[CH:6]=[C:7]([C:9]([F:10])([F:11])[F:12])[CH:8]=[C:3]([C:2]([F:41])([F:40])[F:1])[CH:4]=3)[O:17][C:16]2=[O:18])[CH:25]=1, predict the reactants needed to synthesize it. The reactants are: [F:1][C:2]([F:41])([F:40])[C:3]1[CH:4]=[C:5]([C@H:13]2[O:17][C:16](=[O:18])[N:15]([CH2:19][C:20]3[CH:25]=[C:24]([N+:26]([O-])=O)[CH:23]=[CH:22][C:21]=3[C:29]3[CH:34]=[C:33]([CH:35]([CH3:37])[CH3:36])[CH:32]=[CH:31][C:30]=3[Cl:38])[C@H:14]2[CH3:39])[CH:6]=[C:7]([C:9]([F:12])([F:11])[F:10])[CH:8]=1. (2) Given the product [CH3:22][O:23][C:24]1[CH:25]=[C:26]2[C:31](=[CH:32][C:33]=1[O:34][CH3:35])[C@H:30]([CH2:36][CH2:37][C:38]1[CH:43]=[CH:42][CH:41]=[CH:40][C:39]=1[O:44][C:45]([F:46])([F:48])[F:47])[N:29]([C@H:4]([C:5]1[CH:6]=[CH:7][CH:8]=[CH:9][CH:10]=1)[C:1]([NH2:2])=[O:3])[CH2:28][CH2:27]2, predict the reactants needed to synthesize it. The reactants are: [C:1]([CH:4](OS(C1C=CC(C)=CC=1)(=O)=O)[C:5]1[CH:10]=[CH:9][CH:8]=[CH:7][CH:6]=1)(=[O:3])[NH2:2].[CH3:22][O:23][C:24]1[CH:25]=[C:26]2[C:31](=[CH:32][C:33]=1[O:34][CH3:35])[C@H:30]([CH2:36][CH2:37][C:38]1[CH:43]=[CH:42][CH:41]=[CH:40][C:39]=1[O:44][C:45]([F:48])([F:47])[F:46])[NH:29][CH2:28][CH2:27]2.